This data is from Catalyst prediction with 721,799 reactions and 888 catalyst types from USPTO. The task is: Predict which catalyst facilitates the given reaction. (1) Reactant: [C:1]([N:3]=[C:4]([N:16]1[CH2:21][CH2:20][N:19]([C:22]([NH:24][C:25]2[CH:30]=[CH:29][CH:28]=[C:27]([F:31])[CH:26]=2)=[O:23])[CH2:18][CH:17]1[CH:32]([CH3:34])[CH3:33])[NH:5][C:6]1[CH:11]=[CH:10][CH:9]=[C:8]([N+:12]([O-])=O)[C:7]=1[CH3:15])#[N:2]. Product: [NH2:12][C:8]1[C:7]([CH3:15])=[C:6]([NH:5][C:4]([N:16]2[CH2:21][CH2:20][N:19]([C:22]([NH:24][C:25]3[CH:30]=[CH:29][CH:28]=[C:27]([F:31])[CH:26]=3)=[O:23])[CH2:18][CH:17]2[CH:32]([CH3:33])[CH3:34])=[N:3][C:1]#[N:2])[CH:11]=[CH:10][CH:9]=1. The catalyst class is: 43. (2) Reactant: [F:1][C:2]1[CH:7]=[C:6]([O:8][CH2:9][CH2:10][C@@H:11]2[CH2:13][C@@H:12]2[CH:14]2[CH2:19][CH2:18][N:17]([C:20]3[N:25]=[CH:24][C:23]([CH2:26][O:27][CH3:28])=[CH:22][N:21]=3)[CH2:16][CH2:15]2)[CH:5]=[C:4]([F:29])[C:3]=1[CH2:30][C:31]([OH:33])=O.[NH:34]1[CH2:37][CH2:36][CH2:35]1.C(N(CC)C(C)C)(C)C.CN(C(ON1N=NC2C=CC=NC1=2)=[N+](C)C)C.F[P-](F)(F)(F)(F)F. Product: [N:34]1([C:31](=[O:33])[CH2:30][C:3]2[C:2]([F:1])=[CH:7][C:6]([O:8][CH2:9][CH2:10][C@@H:11]3[CH2:13][C@@H:12]3[CH:14]3[CH2:19][CH2:18][N:17]([C:20]4[N:25]=[CH:24][C:23]([CH2:26][O:27][CH3:28])=[CH:22][N:21]=4)[CH2:16][CH2:15]3)=[CH:5][C:4]=2[F:29])[CH2:37][CH2:36][CH2:35]1. The catalyst class is: 3. (3) Product: [C:1]([O:4][C@H:5]([CH3:25])[CH2:6][CH2:7][CH2:8][CH2:9][N:10]1[C:15](=[O:16])[C:14]2[C:17](=[O:22])[CH:18]=[C:19]([CH3:21])[N:20]([CH2:26][C:27]3[CH:32]=[CH:31][CH:30]=[CH:29][CH:28]=3)[C:13]=2[N:12]([CH3:23])[C:11]1=[O:24])(=[O:3])[CH3:2]. Reactant: [C:1]([O:4][C@H:5]([CH3:25])[CH2:6][CH2:7][CH2:8][CH2:9][N:10]1[C:15](=[O:16])[C:14]2[C:17](=[O:22])[CH:18]=[C:19]([CH3:21])[NH:20][C:13]=2[N:12]([CH3:23])[C:11]1=[O:24])(=[O:3])[CH3:2].[CH2:26](Br)[C:27]1[CH:32]=[CH:31][CH:30]=[CH:29][CH:28]=1.C(=O)([O-])[O-].[K+].[K+]. The catalyst class is: 10.